Task: Predict the reactants needed to synthesize the given product.. Dataset: Full USPTO retrosynthesis dataset with 1.9M reactions from patents (1976-2016) (1) Given the product [CH3:20][O:19][CH2:18][CH2:17][NH:16][C:14]1[C:13]([C:21]([F:24])([F:22])[F:23])=[CH:12][N:11]=[C:10]([NH2:9])[CH:15]=1, predict the reactants needed to synthesize it. The reactants are: Cl.COC1C=CC(C[NH:9][C:10]2[CH:15]=[C:14]([NH:16][CH2:17][CH2:18][O:19][CH3:20])[C:13]([C:21]([F:24])([F:23])[F:22])=[CH:12][N:11]=2)=CC=1.C([O-])(O)=O.[Na+]. (2) Given the product [Br:24][CH2:1][C:2]1[CH:11]=[CH:10][C:5]([C:6]([O:8][CH3:9])=[O:7])=[CH:4][C:3]=1[O:12][C:13]([F:14])([F:15])[F:16], predict the reactants needed to synthesize it. The reactants are: [CH3:1][C:2]1[CH:11]=[CH:10][C:5]([C:6]([O:8][CH3:9])=[O:7])=[CH:4][C:3]=1[O:12][C:13]([F:16])([F:15])[F:14].C1C(=O)N([Br:24])C(=O)C1.C(OOC(=O)C1C=CC=CC=1)(=O)C1C=CC=CC=1. (3) Given the product [CH:1]([O:16][CH:15]([C:13]([C:10]1[CH:11]=[CH:12][C:7]([F:6])=[CH:8][CH:9]=1)=[O:14])[C:17]1[CH:18]=[CH:19][C:20]([F:23])=[CH:21][CH:22]=1)([CH3:3])[CH3:2], predict the reactants needed to synthesize it. The reactants are: [CH:1]([Mg]Cl)([CH3:3])[CH3:2].[F:6][C:7]1[CH:12]=[CH:11][C:10]([C:13]([C:15]([C:17]2[CH:22]=[CH:21][C:20]([F:23])=[CH:19][CH:18]=2)=[O:16])=[O:14])=[CH:9][CH:8]=1. (4) Given the product [NH2:1][C:2]1[C:31]([C:32]#[C:33][CH:34]([CH3:35])[CH3:36])=[CH:30][C:5]([CH2:6][C@H:7]2[C@H:15]([OH:14])[C@@H:11]([NH:12][CH2:17][C:18]3[CH:23]=[CH:22][CH:21]=[C:20]([C:24]([CH3:27])([CH3:26])[CH3:25])[CH:19]=3)[CH2:10][S:9](=[O:29])(=[O:28])[CH2:8]2)=[CH:4][C:3]=1[F:37], predict the reactants needed to synthesize it. The reactants are: [NH2:1][C:2]1[C:31]([C:32]#[C:33][CH:34]([CH3:36])[CH3:35])=[CH:30][C:5]([CH2:6][C@H:7]2[C@H:15]3[C@@H:11]([N:12]([CH2:17][C:18]4[CH:23]=[CH:22][CH:21]=[C:20]([C:24]([CH3:27])([CH3:26])[CH3:25])[CH:19]=4)C(=O)[O:14]3)[CH2:10][S:9](=[O:29])(=[O:28])[CH2:8]2)=[CH:4][C:3]=1[F:37].O([Si](C)(C)C)[K].Cl. (5) Given the product [Si:3]([O:20][C@H:21]([CH3:39])[C@H:22]([NH:32][CH2:33][CH2:34][OH:35])[C:23]1[CH:28]=[C:27]([F:29])[C:26]([F:30])=[C:25]([F:31])[CH:24]=1)([C:16]([CH3:18])([CH3:19])[CH3:17])([C:4]1[CH:9]=[CH:8][CH:7]=[CH:6][CH:5]=1)[C:10]1[CH:15]=[CH:14][CH:13]=[CH:12][CH:11]=1, predict the reactants needed to synthesize it. The reactants are: [BH4-].[Li+].[Si:3]([O:20][C@H:21]([CH3:39])[C@H:22]([NH:32][CH2:33][C:34](OCC)=[O:35])[C:23]1[CH:28]=[C:27]([F:29])[C:26]([F:30])=[C:25]([F:31])[CH:24]=1)([C:16]([CH3:19])([CH3:18])[CH3:17])([C:10]1[CH:15]=[CH:14][CH:13]=[CH:12][CH:11]=1)[C:4]1[CH:9]=[CH:8][CH:7]=[CH:6][CH:5]=1.[Cl-].[NH4+]. (6) Given the product [CH2:33]([NH:1][C:2]1[CH:7]=[CH:6][C:5]([CH2:8][N:9]([C:24]2[CH:25]=[CH:26][C:27]([CH:30]([CH3:32])[CH3:31])=[CH:28][CH:29]=2)[C:10]([CH:12]2[C:21]3[C:16](=[CH:17][CH:18]=[C:19]([O:22][CH3:23])[CH:20]=3)[CH2:15][CH2:14][CH2:13]2)=[O:11])=[CH:4][CH:3]=1)[CH3:34], predict the reactants needed to synthesize it. The reactants are: [NH2:1][C:2]1[CH:7]=[CH:6][C:5]([CH2:8][N:9]([C:24]2[CH:29]=[CH:28][C:27]([CH:30]([CH3:32])[CH3:31])=[CH:26][CH:25]=2)[C:10]([CH:12]2[C:21]3[C:16](=[CH:17][CH:18]=[C:19]([O:22][CH3:23])[CH:20]=3)[CH2:15][CH2:14][CH2:13]2)=[O:11])=[CH:4][CH:3]=1.[CH2:33](I)[CH3:34].